From a dataset of Forward reaction prediction with 1.9M reactions from USPTO patents (1976-2016). Predict the product of the given reaction. Given the reactants [C:1]([C:3]1[C:8]([O:9][CH:10]2[CH2:15][CH2:14][N:13](C(OC(C)(C)C)=O)[CH2:12][CH2:11]2)=[CH:7][C:6](=[O:23])[N:5]([C:24]2[CH:29]=[CH:28][C:27]([S:30]([CH3:33])(=[O:32])=[O:31])=[CH:26][CH:25]=2)[N:4]=1)#[N:2].[ClH:34].O1CCOCC1.CCOCC, predict the reaction product. The product is: [ClH:34].[CH3:33][S:30]([C:27]1[CH:26]=[CH:25][C:24]([N:5]2[C:6](=[O:23])[CH:7]=[C:8]([O:9][CH:10]3[CH2:15][CH2:14][NH:13][CH2:12][CH2:11]3)[C:3]([C:1]#[N:2])=[N:4]2)=[CH:29][CH:28]=1)(=[O:32])=[O:31].